This data is from Reaction yield outcomes from USPTO patents with 853,638 reactions. The task is: Predict the reaction yield, written as a fraction of the theoretical maximum amount of product (1.0 means a 100% yield; for example, 0.34 means a 34% yield). (1) The reactants are C(NC(C)C)(C)C.[CH2:8]([O:10][C:11]([CH:13]1[CH2:18][CH2:17][N:16]([CH2:19][C:20]2[CH:25]=[CH:24][CH:23]=[CH:22][CH:21]=2)[CH2:15][CH2:14]1)=[O:12])[CH3:9].Br[CH2:27][CH2:28][O:29][CH3:30]. The catalyst is C1COCC1.CCCCCC.C(OCC)(=O)C. The product is [CH2:8]([O:10][C:11]([C:13]1([CH2:27][CH2:28][O:29][CH3:30])[CH2:14][CH2:15][N:16]([CH2:19][C:20]2[CH:21]=[CH:22][CH:23]=[CH:24][CH:25]=2)[CH2:17][CH2:18]1)=[O:12])[CH3:9]. The yield is 0.840. (2) The reactants are [CH2:1]([N:8]1[CH2:13][CH2:12][N:11]([NH2:14])[CH2:10][CH2:9]1)[C:2]1[CH:7]=[CH:6][CH:5]=[CH:4][CH:3]=1.[C:15](O[C:15]([O:17][C:18]([CH3:21])([CH3:20])[CH3:19])=[O:16])([O:17][C:18]([CH3:21])([CH3:20])[CH3:19])=[O:16]. The catalyst is CO. The product is [C:18]([O:17][C:15](=[O:16])[NH:14][N:11]1[CH2:10][CH2:9][N:8]([CH2:1][C:2]2[CH:3]=[CH:4][CH:5]=[CH:6][CH:7]=2)[CH2:13][CH2:12]1)([CH3:21])([CH3:20])[CH3:19]. The yield is 0.770. (3) The reactants are [NH:1]1[CH2:6][CH2:5][CH:4]([NH:7][C:8](=[O:14])[O:9][C:10]([CH3:13])([CH3:12])[CH3:11])[CH2:3][CH2:2]1.C(N(CC)CC)C.[CH3:22][N:23]([CH3:27])[C:24](Cl)=[O:25].C(OCC)(=O)C. The catalyst is ClCCl. The product is [CH3:22][N:23]([CH3:27])[C:24]([N:1]1[CH2:2][CH2:3][CH:4]([NH:7][C:8](=[O:14])[O:9][C:10]([CH3:11])([CH3:13])[CH3:12])[CH2:5][CH2:6]1)=[O:25]. The yield is 0.940. (4) The reactants are Br[C:2]1[N:3]=[C:4]([CH:24]2[CH2:29][CH2:28][CH2:27][CH2:26][CH2:25]2)[N:5]2[C:10]3[CH:11]=[CH:12][N:13](S(C4C=CC(C)=CC=4)(=O)=O)[C:9]=3[N:8]=[CH:7][C:6]=12.C(Cl)Cl.[C:33]1(B(O)O)[CH:38]=[CH:37][CH:36]=[CH:35][CH:34]=1.C([O-])([O-])=O.[Na+].[Na+]. The catalyst is C1COCC1.O.CCOC(C)=O.[Cl-].[Na+].O.C1C=CC(P(C2C=CC=CC=2)[C-]2C=CC=C2)=CC=1.C1C=CC(P(C2C=CC=CC=2)[C-]2C=CC=C2)=CC=1.Cl[Pd]Cl.[Fe+2]. The product is [CH:24]1([C:4]2[N:5]3[C:10]4[CH:11]=[CH:12][NH:13][C:9]=4[N:8]=[CH:7][C:6]3=[C:2]([C:33]3[CH:38]=[CH:37][CH:36]=[CH:35][CH:34]=3)[N:3]=2)[CH2:25][CH2:26][CH2:27][CH2:28][CH2:29]1. The yield is 0.280. (5) The reactants are [F:1][C:2]1[CH:3]=[C:4](B(O)O)[CH:5]=[CH:6][C:7]=1[S:8][CH3:9].[CH2:13]([N:20]1[C:25](=[O:26])[C:24]([O:27][CH3:28])=[C:23](Br)[CH:22]=[N:21]1)[C:14]1[CH:19]=[CH:18][CH:17]=[CH:16][CH:15]=1. No catalyst specified. The product is [CH2:13]([N:20]1[C:25](=[O:26])[C:24]([O:27][CH3:28])=[C:23]([C:4]2[CH:5]=[CH:6][C:7]([S:8][CH3:9])=[C:2]([F:1])[CH:3]=2)[CH:22]=[N:21]1)[C:14]1[CH:15]=[CH:16][CH:17]=[CH:18][CH:19]=1. The yield is 0.910. (6) The reactants are [CH:1]([C:4]1[CH:12]=[CH:11][C:10]2[NH:9][C:8]3[CH2:13][CH2:14][N:15]([CH3:17])[CH2:16][C:7]=3[C:6]=2[CH:5]=1)([CH3:3])[CH3:2].[OH-].[K+].[CH3:20][C:21]1[CH:26]=[CH:25][C:24]([CH:27]=[CH2:28])=[CH:23][N:22]=1. The catalyst is CN1CCCC1=O.O. The product is [CH:1]([C:4]1[CH:12]=[CH:11][C:10]2[N:9]([CH2:28][CH2:27][C:24]3[CH:23]=[N:22][C:21]([CH3:20])=[CH:26][CH:25]=3)[C:8]3[CH2:13][CH2:14][N:15]([CH3:17])[CH2:16][C:7]=3[C:6]=2[CH:5]=1)([CH3:3])[CH3:2]. The yield is 0.150. (7) The product is [CH2:7]([O:9][C:10]1[CH:11]=[C:12]2[C:18](=[CH:19][CH:20]=1)[C:5](=[O:4])[NH:23][CH:14]=[CH:13]2)[CH3:8]. The catalyst is CC(C)=O.O. The reactants are ClC([O:4][CH2:5]C)=O.[CH2:7]([O:9][C:10]1[CH:11]=[C:12]([CH:18]=[CH:19][CH:20]=1)[CH:13]=[CH:14]C(O)=O)[CH3:8].C([N:23](CC)CC)C.[N-]=[N+]=[N-].[Na+].C1(CC2C=CC=CC=2)C=CC=CC=1.C(N(CCCC)CCCC)CCC. The yield is 0.340. (8) The reactants are Cl.[Cl:2][C:3]1[CH:12]=[C:11]2[C:6]([C:7]([NH:13][C:14]3[CH:15]=[CH:16][C:17]([N:22]4[CH2:27][CH2:26][O:25][CH2:24][CH2:23]4)=[C:18]([CH2:20]O)[CH:19]=3)=[CH:8][CH:9]=[N:10]2)=[CH:5][CH:4]=1.S(Cl)(Cl)=O.[C:32]([NH2:36])([CH3:35])([CH3:34])[CH3:33]. The catalyst is CN1C(=O)CCC1.C(Cl)Cl. The product is [C:32]([NH:36][CH2:20][C:18]1[CH:19]=[C:14]([NH:13][C:7]2[C:6]3[C:11](=[CH:12][C:3]([Cl:2])=[CH:4][CH:5]=3)[N:10]=[CH:9][CH:8]=2)[CH:15]=[CH:16][C:17]=1[N:22]1[CH2:23][CH2:24][O:25][CH2:26][CH2:27]1)([CH3:35])([CH3:34])[CH3:33]. The yield is 0.920.